From a dataset of Forward reaction prediction with 1.9M reactions from USPTO patents (1976-2016). Predict the product of the given reaction. (1) Given the reactants C=CCCCC.[CH3:7][CH2:8][CH2:9][CH2:10]/[CH:11]=[CH:12]\[CH2:13][CH2:14][CH2:15][CH3:16], predict the reaction product. The product is: [CH3:7][CH2:8][CH2:9][CH2:10][CH:11]=[CH:12][CH2:13][CH2:14][CH2:15][CH3:16]. (2) The product is: [OH:28][C:27]1([CH2:21][OH:22])[CH2:29][N:5]([C:7]([O:9][C:10]([CH3:11])([CH3:12])[CH3:13])=[O:8])[CH:4]([C:14]([O:16][CH3:17])=[O:15])[CH2:26]1. Given the reactants C=C1C[N:5]([C:7]([O:9][C:10]([CH3:13])([CH3:12])[CH3:11])=[O:8])[CH:4]([C:14]([O:16][CH3:17])=[O:15])C1.C[N+]1([O-])CC[O:22][CH2:21]C1.[CH3:26][C:27]([CH3:29])=[O:28], predict the reaction product. (3) Given the reactants [F:1][C:2]1[CH:3]=[C:4]([C@H:13]([NH:21][C:22]([C:24]2[CH:33]=[CH:32][C:27]([C:28]([O:30]C)=[O:29])=[CH:26][CH:25]=2)=[O:23])[C:14]2[C:19]([F:20])=[CH:18][CH:17]=[CH:16][N:15]=2)[CH:5]=[CH:6][C:7]=1[O:8][C:9]([F:12])([F:11])[F:10].C1COCC1.[Li+].[OH-].Cl, predict the reaction product. The product is: [F:1][C:2]1[CH:3]=[C:4]([C@H:13]([NH:21][C:22]([C:24]2[CH:33]=[CH:32][C:27]([C:28]([OH:30])=[O:29])=[CH:26][CH:25]=2)=[O:23])[C:14]2[C:19]([F:20])=[CH:18][CH:17]=[CH:16][N:15]=2)[CH:5]=[CH:6][C:7]=1[O:8][C:9]([F:12])([F:11])[F:10]. (4) Given the reactants [N:1]1[C:5]2[CH2:6][CH2:7][CH:8]([C:10]([OH:12])=O)[CH2:9][C:4]=2[NH:3][CH:2]=1.[Cl:13][C:14]1[CH:25]=[CH:24][C:17]([O:18][CH2:19][CH2:20][CH2:21][NH:22][CH3:23])=[CH:16][CH:15]=1, predict the reaction product. The product is: [ClH:13].[Cl:13][C:14]1[CH:25]=[CH:24][C:17]([O:18][CH2:19][CH2:20][CH2:21][N:22]([CH3:23])[C:10]([CH:8]2[CH2:7][CH2:6][C:5]3[NH:1][CH:2]=[N:3][C:4]=3[CH2:9]2)=[O:12])=[CH:16][CH:15]=1.